This data is from Catalyst prediction with 721,799 reactions and 888 catalyst types from USPTO. The task is: Predict which catalyst facilitates the given reaction. (1) Reactant: [CH2:1]([N:8]1[C:12]([CH2:13][CH2:14][CH2:15][CH3:16])=[CH:11][C:10]([C:17](O)=[O:18])=[C:9]1[CH:20]([CH3:22])[CH3:21])[C:2]1[CH:7]=[CH:6][CH:5]=[CH:4][CH:3]=1.[CH2:23]([N:30]1[C:34]([CH:35]([CH3:37])[CH3:36])=[CH:33][C:32]([C:38](O)=[O:39])=[C:31]1[CH2:41][CH2:42][CH2:43][CH3:44])[C:24]1[CH:29]=[CH:28][CH:27]=[CH:26][CH:25]=1.CCN=C=NCCCN(C)C.[F:56][C:57]1[CH:58]=[C:59]([CH:62]=[CH:63][C:64]=1[F:65])[CH2:60][NH2:61]. Product: [F:56][C:57]1[CH:58]=[C:59]([CH:62]=[CH:63][C:64]=1[F:65])[CH2:60][NH:61][C:17]([C:10]1[CH:11]=[C:12]([CH2:13][CH2:14][CH2:15][CH3:16])[N:8]([CH2:1][C:2]2[CH:3]=[CH:4][CH:5]=[CH:6][CH:7]=2)[C:9]=1[CH:20]([CH3:21])[CH3:22])=[O:18].[F:56][C:57]1[CH:58]=[C:59]([CH:62]=[CH:63][C:64]=1[F:65])[CH2:60][NH:61][C:38]([C:32]1[CH:33]=[C:34]([CH:35]([CH3:37])[CH3:36])[N:30]([CH2:23][C:24]2[CH:29]=[CH:28][CH:27]=[CH:26][CH:25]=2)[C:31]=1[CH2:41][CH2:42][CH2:43][CH3:44])=[O:39]. The catalyst class is: 142. (2) Reactant: [Br:1][C:2]1[CH:7]=[CH:6][N:5]2[C:8]([C:11]([O:13]CC)=[O:12])=[CH:9][N:10]=[C:4]2[CH:3]=1.[OH-].[Na+]. Product: [Br:1][C:2]1[CH:7]=[CH:6][N:5]2[C:8]([C:11]([OH:13])=[O:12])=[CH:9][N:10]=[C:4]2[CH:3]=1. The catalyst class is: 5. (3) Reactant: C(O)(C(F)(F)F)=O.[Cl:8][C:9]1[C:14]([O:15][CH2:16][C@@H:17]2[CH2:22][O:21][CH2:20][CH2:19][N:18]2CC2C=CC(OC)=CC=2OC)=[CH:13][C:12]([C:34]#[N:35])=[CH:11][C:10]=1[NH:36][C:37]1[N:42]=[C:41]([N:43]([CH:53]2[CH2:55][CH2:54]2)CC2C=CC(OC)=CC=2)[C:40]2=[N:56][CH:57]=[C:58]([C:59]#[N:60])[N:39]2[N:38]=1.C1(OC)C=CC=CC=1. Product: [Cl:8][C:9]1[C:14]([O:15][CH2:16][C@@H:17]2[CH2:22][O:21][CH2:20][CH2:19][NH:18]2)=[CH:13][C:12]([C:34]#[N:35])=[CH:11][C:10]=1[NH:36][C:37]1[N:42]=[C:41]([NH:43][CH:53]2[CH2:54][CH2:55]2)[C:40]2=[N:56][CH:57]=[C:58]([C:59]#[N:60])[N:39]2[N:38]=1. The catalyst class is: 68. (4) Reactant: C(P1(=O)OP(CCC)(=O)OP(CCC)(=O)O1)CC.CN(C=O)C.[NH2:24][C:25]1[CH:30]=[CH:29][NH:28][C:27](=[O:31])[CH:26]=1.[F:32][C:33]([F:46])([F:45])[O:34][C:35]1[CH:36]=[C:37]([CH2:41][C:42](O)=[O:43])[CH:38]=[CH:39][CH:40]=1. Product: [O:31]=[C:27]1[CH:26]=[C:25]([NH:24][C:42](=[O:43])[CH2:41][C:37]2[CH:38]=[CH:39][CH:40]=[C:35]([O:34][C:33]([F:45])([F:32])[F:46])[CH:36]=2)[CH:30]=[CH:29][NH:28]1. The catalyst class is: 25.